From a dataset of Full USPTO retrosynthesis dataset with 1.9M reactions from patents (1976-2016). Predict the reactants needed to synthesize the given product. (1) Given the product [CH3:11][O:12][C:3]([OH:4])([C:5]([F:8])([F:7])[F:6])[C:2]([F:10])([F:9])[F:1], predict the reactants needed to synthesize it. The reactants are: [F:1][C:2]([F:10])([F:9])[C:3]([C:5]([F:8])([F:7])[F:6])=[O:4].[CH3:11][OH:12]. (2) The reactants are: C(O[C:4](=[O:13])[C:5]1[CH:10]=[C:9]([F:11])[CH:8]=[CH:7][C:6]=1[SH:12])C.C[O-].[Na+].[CH3:17][O:18][C:19](=[O:28])[C:20]([NH:23][C:24](=[O:27])[CH2:25]Cl)([CH3:22])[CH3:21]. Given the product [CH3:17][O:18][C:19](=[O:28])[C:20]([NH:23][C:24]([C:25]1[S:12][C:6]2[CH:7]=[CH:8][C:9]([F:11])=[CH:10][C:5]=2[C:4]=1[OH:13])=[O:27])([CH3:22])[CH3:21], predict the reactants needed to synthesize it. (3) Given the product [CH3:1][O:2][C:3]1[CH:4]=[C:5]2[C:10](=[CH:11][C:12]=1[O:13][CH2:14][CH2:15][O:16][CH3:17])[N:9]=[CH:8][N:7]=[C:6]2[NH:18][C:19]1[C:20]([CH:22]=[C:23]([NH:27][CH2:29][CH:28]([O:31][CH3:32])[CH3:30])[C:24](=[O:26])[CH:25]=1)=[O:21], predict the reactants needed to synthesize it. The reactants are: [CH3:1][O:2][C:3]1[CH:4]=[C:5]2[C:10](=[CH:11][C:12]=1[O:13][CH2:14][CH2:15][O:16][CH3:17])[N:9]=[CH:8][N:7]=[C:6]2[NH:18][C:19]1[C:20]([CH:22]=[C:23]([N:27]2[CH2:29][CH:28]2[CH3:30])[C:24](=[O:26])[CH:25]=1)=[O:21].[O:31]1CCC[CH2:32]1.CO. (4) Given the product [Cl:1][C:2]1[CH:3]=[N:4][CH:5]=[C:6]([Cl:24])[C:7]=1[CH2:8][CH2:9][C:11]1[C:16]2[CH2:17][C:18]([CH3:21])([CH3:20])[O:19][C:15]=2[C:14]([O:22][CH3:23])=[CH:13][CH:12]=1, predict the reactants needed to synthesize it. The reactants are: [Cl:1][C:2]1[CH:3]=[N:4][CH:5]=[C:6]([Cl:24])[C:7]=1[CH2:8][CH:9]([C:11]1[C:16]2[CH2:17][C:18]([CH3:21])([CH3:20])[O:19][C:15]=2[C:14]([O:22][CH3:23])=[CH:13][CH:12]=1)O.C([SiH](CC)CC)C.C(=O)(O)[O-].[Na+]. (5) The reactants are: [NH2:1][C:2]1[CH:7]=[CH:6][CH:5]=[C:4]([O:8][CH3:9])[C:3]=1[NH:10][C:11](=O)[CH3:12].[H-].[H-].[H-].[H-].[Li+].[Al+3].CCOC(C)=O. Given the product [CH2:11]([NH:10][C:3]1[C:2]([NH2:1])=[CH:7][CH:6]=[CH:5][C:4]=1[O:8][CH3:9])[CH3:12], predict the reactants needed to synthesize it. (6) Given the product [Cl:1][C:2]1[C:3]([OH:13])=[C:4]([S:9]([NH:14][C@H:15]([C:36]2[CH:37]=[CH:38][CH:39]=[CH:40][CH:41]=2)[CH2:16][CH2:17][N:18]2[CH2:23][CH2:22][CH:21]([C:24]3[CH:25]=[C:26]([NH:30][C:31](=[O:35])[CH:32]([CH3:34])[CH3:33])[CH:27]=[CH:28][CH:29]=3)[CH2:20][CH2:19]2)(=[O:11])=[O:10])[CH:5]=[C:6]([Cl:8])[CH:7]=1, predict the reactants needed to synthesize it. The reactants are: [Cl:1][C:2]1[C:3]([OH:13])=[C:4]([S:9](Cl)(=[O:11])=[O:10])[CH:5]=[C:6]([Cl:8])[CH:7]=1.[NH2:14][C@H:15]([C:36]1[CH:41]=[CH:40][CH:39]=[CH:38][CH:37]=1)[CH2:16][CH2:17][N:18]1[CH2:23][CH2:22][CH:21]([C:24]2[CH:25]=[C:26]([NH:30][C:31](=[O:35])[CH:32]([CH3:34])[CH3:33])[CH:27]=[CH:28][CH:29]=2)[CH2:20][CH2:19]1.